From a dataset of Reaction yield outcomes from USPTO patents with 853,638 reactions. Predict the reaction yield, written as a fraction of the theoretical maximum amount of product (1.0 means a 100% yield; for example, 0.34 means a 34% yield). (1) The reactants are [CH3:1][C:2]1[C:14]2[C:13](=O)[C:12]3[C:7](=[CH:8][CH:9]=[CH:10][CH:11]=3)[NH:6][C:5]=2[N:4]([C:16]2[CH:21]=[CH:20][CH:19]=[CH:18][N:17]=2)[N:3]=1.COC1C=CC(P2(SP(C3C=CC(OC)=CC=3)(=S)S2)=[S:31])=CC=1. The catalyst is C1(C)C=CC=CC=1. The product is [CH3:1][C:2]1[C:14]2[C:13](=[S:31])[C:12]3[C:7](=[CH:8][CH:9]=[CH:10][CH:11]=3)[NH:6][C:5]=2[N:4]([C:16]2[CH:21]=[CH:20][CH:19]=[CH:18][N:17]=2)[N:3]=1. The yield is 0.890. (2) The reactants are Br[C:2]1[C:7]([CH:8]([CH3:10])[CH3:9])=[CH:6][C:5]([CH:11]([CH3:13])[CH3:12])=[CH:4][C:3]=1[CH:14]([CH3:16])[CH3:15].[F:17][C:18]([F:29])([F:28])[C:19]1[CH:24]=[CH:23][C:22](B(O)O)=[CH:21][CH:20]=1.[O-]P([O-])([O-])=O.[K+].[K+].[K+]. The catalyst is C1C=CC(/C=C/C(/C=C/C2C=CC=CC=2)=O)=CC=1.C1C=CC(/C=C/C(/C=C/C2C=CC=CC=2)=O)=CC=1.C1C=CC(/C=C/C(/C=C/C2C=CC=CC=2)=O)=CC=1.[Pd].[Pd].COC1C=CC=C(OC)C=1C1C=CC=CC=1P(C1CCCCC1)C1CCCCC1. The product is [CH:14]([C:3]1[CH:4]=[C:5]([CH:11]([CH3:13])[CH3:12])[CH:6]=[C:7]([CH:8]([CH3:10])[CH3:9])[C:2]=1[C:22]1[CH:23]=[CH:24][C:19]([C:18]([F:29])([F:28])[F:17])=[CH:20][CH:21]=1)([CH3:16])[CH3:15]. The yield is 0.890.